Dataset: Forward reaction prediction with 1.9M reactions from USPTO patents (1976-2016). Task: Predict the product of the given reaction. (1) The product is: [C:3]1([C:20]2[CH:21]=[CH:22][CH:23]=[CH:24][CH:25]=2)[CH:8]=[CH:7][C:6]([C@@H:9]2[CH2:11][C@H:10]2[N:12]([CH2:27][C:28]([N:30]2[CH2:35][CH2:34][N:33]([CH3:36])[CH2:32][CH2:31]2)=[O:29])[C:13](=[O:19])[O:14][C:15]([CH3:18])([CH3:17])[CH3:16])=[CH:5][CH:4]=1. Given the reactants [H-].[Na+].[C:3]1([C:20]2[CH:25]=[CH:24][CH:23]=[CH:22][CH:21]=2)[CH:8]=[CH:7][C:6]([C@@H:9]2[CH2:11][C@H:10]2[NH:12][C:13](=[O:19])[O:14][C:15]([CH3:18])([CH3:17])[CH3:16])=[CH:5][CH:4]=1.Cl[CH2:27][C:28]([N:30]1[CH2:35][CH2:34][N:33]([CH3:36])[CH2:32][CH2:31]1)=[O:29], predict the reaction product. (2) The product is: [OH:20][N:18]([CH3:19])[C:17]([C:16]1[C:10]2[CH2:9][NH:8][CH2:13][CH2:12][C:11]=2[NH:14][N:15]=1)=[O:21]. Given the reactants C(OC([N:8]1[CH2:13][CH2:12][C:11]2[NH:14][N:15]=[C:16]([C:17](=[O:21])[N:18]([OH:20])[CH3:19])[C:10]=2[CH2:9]1)=O)(C)(C)C.Cl.O1CCOCC1, predict the reaction product. (3) Given the reactants C[O:2][C:3](=[O:19])[CH:4]([O:15][CH2:16][CH2:17][CH3:18])[CH2:5][C:6]1[CH:7]=[C:8]2[C:12](=[CH:13][CH:14]=1)[NH:11][CH:10]=[CH:9]2.Cl[CH2:21][C:22]1[N:23]=[C:24]([C:28]2[CH:33]=[CH:32][CH:31]=[CH:30][C:29]=2[CH3:34])[O:25][C:26]=1[CH3:27], predict the reaction product. The product is: [CH3:27][C:26]1[O:25][C:24]([C:28]2[CH:33]=[CH:32][CH:31]=[CH:30][C:29]=2[CH3:34])=[N:23][C:22]=1[CH2:21][N:11]1[C:12]2[C:8](=[CH:7][C:6]([CH2:5][CH:4]([O:15][CH2:16][CH2:17][CH3:18])[C:3]([OH:2])=[O:19])=[CH:14][CH:13]=2)[CH:9]=[CH:10]1. (4) The product is: [CH3:30][O:29][CH2:28][O:27][C:23]1[CH:22]=[C:21]([C:9]2[N:10]=[C:11]([N:15]3[CH2:20][CH2:19][O:18][CH2:17][CH2:16]3)[C:12]3[N:13]=[CH:14][C:5]([CH2:4][N:1]4[CH:40]=[C:39]([CH2:38][OH:41])[N:3]=[N:2]4)=[CH:6][C:7]=3[N:8]=2)[CH:26]=[CH:25][CH:24]=1. Given the reactants [N:1]([CH2:4][C:5]1[CH:14]=[N:13][C:12]2[C:11]([N:15]3[CH2:20][CH2:19][O:18][CH2:17][CH2:16]3)=[N:10][C:9]([C:21]3[CH:26]=[CH:25][CH:24]=[C:23]([O:27][CH2:28][O:29][CH3:30])[CH:22]=3)=[N:8][C:7]=2[CH:6]=1)=[N+:2]=[N-:3].C(N(CC)CC)C.[CH2:38]([OH:41])[C:39]#[CH:40], predict the reaction product. (5) Given the reactants [CH3:1][O:2][C:3]1[CH:4]=[C:5]([NH:11][S:12]([C:15]2[CH:20]=[CH:19][C:18](I)=[CH:17][CH:16]=2)(=[O:14])=[O:13])[CH:6]=[CH:7][C:8]=1[O:9][CH3:10].C(N(CC)CC)C.NC1C=C[C:33]([C:36]#[C:37][CH2:38][NH:39][C:40](=[O:51])[CH2:41][O:42][CH2:43][C:44]2[CH:49]=[CH:48][C:47]([F:50])=[CH:46][CH:45]=2)=CC=1, predict the reaction product. The product is: [CH3:1][O:2][C:3]1[CH:4]=[C:5]([NH:11][S:12]([C:15]2[CH:20]=[CH:19][C:18](/[CH:33]=[CH:36]/[CH2:37][CH2:38][NH:39][C:40](=[O:51])[CH2:41][O:42][CH2:43][C:44]3[CH:45]=[CH:46][C:47]([F:50])=[CH:48][CH:49]=3)=[CH:17][CH:16]=2)(=[O:14])=[O:13])[CH:6]=[CH:7][C:8]=1[O:9][CH3:10]. (6) Given the reactants [Br:1][C:2]1[CH:3]=[C:4]([CH:8]=[C:9]([C:11]([F:14])([F:13])[F:12])[CH:10]=1)[C:5]([NH2:7])=O.ClC1N=C(Cl)N=C(Cl)N=1.O, predict the reaction product. The product is: [Br:1][C:2]1[CH:3]=[C:4]([CH:8]=[C:9]([C:11]([F:12])([F:13])[F:14])[CH:10]=1)[C:5]#[N:7]. (7) Given the reactants FF.[C:3]([OH:8])(=[O:7])[C:4]([CH3:6])=[CH2:5].[F:9][C:10](=[C:15]([F:17])[F:16])[CH2:11][CH2:12][CH2:13]O, predict the reaction product. The product is: [C:3]([O:8][CH2:13][CH2:12][CH2:11][C:10]([F:9])=[C:15]([F:17])[F:16])(=[O:7])[C:4]([CH3:6])=[CH2:5]. (8) Given the reactants [Si:1]([O:8][C@@H:9]1[C@@H:14]([CH3:15])[CH2:13][NH:12][CH2:11][C@H:10]1[NH:16][C:17](=[O:23])[O:18][C:19]([CH3:22])([CH3:21])[CH3:20])([C:4]([CH3:7])([CH3:6])[CH3:5])([CH3:3])[CH3:2].CCN(C(C)C)C(C)C.Cl[C:34]1[CH:39]=[CH:38][N:37]=[CH:36][C:35]=1[N+:40]([O-:42])=[O:41], predict the reaction product. The product is: [Si:1]([O:8][C@@H:9]1[C@@H:14]([CH3:15])[CH2:13][N:12]([C:34]2[CH:39]=[CH:38][N:37]=[CH:36][C:35]=2[N+:40]([O-:42])=[O:41])[CH2:11][C@H:10]1[NH:16][C:17](=[O:23])[O:18][C:19]([CH3:22])([CH3:21])[CH3:20])([C:4]([CH3:7])([CH3:5])[CH3:6])([CH3:3])[CH3:2]. (9) Given the reactants [Br:1][C:2]1[CH:7]=[CH:6][C:5]([C:8](=[O:13])[C:9]([F:12])([F:11])[F:10])=[CH:4][CH:3]=1.[CH3:14][Mg]Br.Cl, predict the reaction product. The product is: [Br:1][C:2]1[CH:7]=[CH:6][C:5]([C:8]([OH:13])([CH3:14])[C:9]([F:11])([F:12])[F:10])=[CH:4][CH:3]=1. (10) The product is: [C:1]([CH2:15][C@@H:16]1[CH2:20][CH2:19][CH2:18][N:17]1[C:21]([O:23][C:24]([CH3:25])([CH3:26])[CH3:27])=[O:22])#[N:2]. Given the reactants [C-:1]#[N:2].[Na+].CC1C=CC(S(O[CH2:15][C@@H:16]2[CH2:20][CH2:19][CH2:18][N:17]2[C:21]([O:23][C:24]([CH3:27])([CH3:26])[CH3:25])=[O:22])(=O)=O)=CC=1, predict the reaction product.